From a dataset of Forward reaction prediction with 1.9M reactions from USPTO patents (1976-2016). Predict the product of the given reaction. (1) Given the reactants [CH3:1][N:2]1[C:6]2[CH:7]=[N:8][C:9]([C:11]([O:13]C)=[O:12])=[CH:10][C:5]=2[N:4]=[CH:3]1.O.[OH-].[Li+], predict the reaction product. The product is: [CH3:1][N:2]1[C:6]2[CH:7]=[N:8][C:9]([C:11]([OH:13])=[O:12])=[CH:10][C:5]=2[N:4]=[CH:3]1. (2) Given the reactants [Cl:1][C:2]1[CH:10]=[CH:9][C:8]([OH:11])=[CH:7][C:3]=1[C:4]([NH2:6])=[O:5].CS(O[C@H:17]1[CH2:21][CH2:20][N:19]([C:22]([O:24][C:25]([CH3:28])([CH3:27])[CH3:26])=[O:23])[CH2:18]1)(=O)=O.C(=O)([O-])[O-].[Cs+].[Cs+], predict the reaction product. The product is: [C:4]([C:3]1[CH:7]=[C:8]([CH:9]=[CH:10][C:2]=1[Cl:1])[O:11][C@H:21]1[CH2:17][CH2:18][N:19]([C:22]([O:24][C:25]([CH3:28])([CH3:27])[CH3:26])=[O:23])[CH2:20]1)(=[O:5])[NH2:6].